The task is: Predict the reactants needed to synthesize the given product.. This data is from Full USPTO retrosynthesis dataset with 1.9M reactions from patents (1976-2016). (1) Given the product [CH3:28][C@:25]12[CH2:26][CH2:27][C:10](=[O:9])[CH:11]=[C:12]1[C@H:13]1[CH2:4][C@H:14]1[CH:15]1[CH:24]2[CH2:23][CH2:22][C@:20]2([CH3:21])[C@@H:19]([C:29]([NH:31][C:32]3[CH:33]=[CH:34][CH:35]=[CH:36][CH:37]=3)=[O:30])[CH2:18][CH2:17][CH:16]21, predict the reactants needed to synthesize it. The reactants are: [H-].[Na+].[I-].[CH3:4][S+](C)(C)=O.[O:9]=[C:10]1[CH2:27][CH2:26][C@@:25]2([CH3:28])[C:12]([CH:13]=[CH:14][C@@H:15]3[C@@H:24]2[CH2:23][CH2:22][C@@:20]2([CH3:21])[C@H:16]3[CH2:17][CH2:18][C@@H:19]2[C:29]([NH:31][C:32]2[CH:37]=[CH:36][CH:35]=[CH:34][C:33]=2C(F)(F)F)=[O:30])=[CH:11]1. (2) Given the product [Cl:1][C:2]1[CH:19]=[CH:18][C:5]2[N:6]([CH2:21][C:22]#[N:23])[C:7](=[O:17])[CH2:8][N:9]=[C:10]([C:11]3[CH:16]=[CH:15][CH:14]=[CH:13][CH:12]=3)[C:4]=2[CH:3]=1, predict the reactants needed to synthesize it. The reactants are: [Cl:1][C:2]1[CH:19]=[CH:18][C:5]2[NH:6][C:7](=[O:17])[CH2:8][N:9]=[C:10]([C:11]3[CH:16]=[CH:15][CH:14]=[CH:13][CH:12]=3)[C:4]=2[CH:3]=1.Cl[CH2:21][C:22]#[N:23]. (3) Given the product [C:1]([O:5][C:6](=[O:25])[NH:7][C:8]1[CH:13]=[C:12]([N:14]2[CH2:15][CH2:16][O:17][CH2:18][CH2:19]2)[C:11]([C:20]([F:21])([F:22])[F:23])=[CH:10][C:9]=1[NH:24][C:31](=[O:30])[CH2:32][C:33]([C:35]1[CH:40]=[CH:39][N:38]=[C:37]([C:41]#[N:42])[CH:36]=1)=[O:34])([CH3:4])([CH3:2])[CH3:3], predict the reactants needed to synthesize it. The reactants are: [C:1]([O:5][C:6](=[O:25])[NH:7][C:8]1[CH:13]=[C:12]([N:14]2[CH2:19][CH2:18][O:17][CH2:16][CH2:15]2)[C:11]([C:20]([F:23])([F:22])[F:21])=[CH:10][C:9]=1[NH2:24])([CH3:4])([CH3:3])[CH3:2].C([O:30][C:31](=O)[CH2:32][C:33]([C:35]1[CH:40]=[CH:39][N:38]=[C:37]([C:41]#[N:42])[CH:36]=1)=[O:34])(C)(C)C. (4) Given the product [CH:1]1([NH:7][C:12](=[O:13])[CH2:11][CH2:10][C:9]([F:16])([F:15])[F:8])[CH2:6][CH2:5][CH2:4][CH2:3][CH2:2]1, predict the reactants needed to synthesize it. The reactants are: [CH:1]1([NH2:7])[CH2:6][CH2:5][CH2:4][CH2:3][CH2:2]1.[F:8][C:9]([F:16])([F:15])[CH2:10][CH2:11][C:12](O)=[O:13].C(N(CC)CC)C.F[P-](F)(F)(F)(F)F.N1(O[P+](N(C)C)(N(C)C)N(C)C)C2C=CC=CC=2N=N1.